Dataset: Forward reaction prediction with 1.9M reactions from USPTO patents (1976-2016). Task: Predict the product of the given reaction. The product is: [N:10]1[CH:15]=[CH:14][CH:13]=[CH:12][C:11]=1[CH2:16][S:8][C:5]1[CH:6]=[CH:7][C:2]([NH2:1])=[CH:3][CH:4]=1. Given the reactants [NH2:1][C:2]1[CH:7]=[CH:6][C:5]([SH:8])=[CH:4][CH:3]=1.Cl.[N:10]1[CH:15]=[CH:14][CH:13]=[CH:12][C:11]=1[CH2:16]Cl, predict the reaction product.